From a dataset of Retrosynthesis with 50K atom-mapped reactions and 10 reaction types from USPTO. Predict the reactants needed to synthesize the given product. (1) Given the product O=[N+]([O-])c1ccnc(CBr)c1, predict the reactants needed to synthesize it. The reactants are: Cc1cc([N+](=O)[O-])ccn1.O=C1CCC(=O)N1Br. (2) Given the product COc1ccc(COc2c(C(=O)NC(C)(C)C(=O)O)ccc3ccccc23)cn1, predict the reactants needed to synthesize it. The reactants are: COC(=O)C(C)(C)NC(=O)c1ccc2ccccc2c1OCc1ccc(OC)nc1.